Dataset: NCI-60 drug combinations with 297,098 pairs across 59 cell lines. Task: Regression. Given two drug SMILES strings and cell line genomic features, predict the synergy score measuring deviation from expected non-interaction effect. (1) Drug 1: C1=NC2=C(N1)C(=S)N=C(N2)N. Drug 2: CCCS(=O)(=O)NC1=C(C(=C(C=C1)F)C(=O)C2=CNC3=C2C=C(C=N3)C4=CC=C(C=C4)Cl)F. Cell line: UACC-257. Synergy scores: CSS=27.5, Synergy_ZIP=-10.2, Synergy_Bliss=-7.61, Synergy_Loewe=-16.2, Synergy_HSA=-4.72. (2) Drug 1: CCC1=C2CN3C(=CC4=C(C3=O)COC(=O)C4(CC)O)C2=NC5=C1C=C(C=C5)O. Drug 2: C1CCC(C(C1)N)N.C(=O)(C(=O)[O-])[O-].[Pt+4]. Cell line: UO-31. Synergy scores: CSS=38.0, Synergy_ZIP=-8.79, Synergy_Bliss=-2.03, Synergy_Loewe=-16.7, Synergy_HSA=0.195. (3) Drug 1: CC(C1=C(C=CC(=C1Cl)F)Cl)OC2=C(N=CC(=C2)C3=CN(N=C3)C4CCNCC4)N. Drug 2: CC1=C(C(CCC1)(C)C)C=CC(=CC=CC(=CC(=O)O)C)C. Cell line: TK-10. Synergy scores: CSS=-0.468, Synergy_ZIP=-0.455, Synergy_Bliss=-1.75, Synergy_Loewe=-2.53, Synergy_HSA=-2.23. (4) Drug 1: C1=C(C(=O)NC(=O)N1)N(CCCl)CCCl. Drug 2: C#CCC(CC1=CN=C2C(=N1)C(=NC(=N2)N)N)C3=CC=C(C=C3)C(=O)NC(CCC(=O)O)C(=O)O. Cell line: K-562. Synergy scores: CSS=35.5, Synergy_ZIP=-18.0, Synergy_Bliss=-20.4, Synergy_Loewe=-18.0, Synergy_HSA=-17.5. (5) Drug 1: C1=CC(=CC=C1CC(C(=O)O)N)N(CCCl)CCCl.Cl. Drug 2: C1CCC(C(C1)N)N.C(=O)(C(=O)[O-])[O-].[Pt+4]. Cell line: ACHN. Synergy scores: CSS=27.7, Synergy_ZIP=-2.46, Synergy_Bliss=-2.48, Synergy_Loewe=-1.74, Synergy_HSA=-0.703.